Dataset: Forward reaction prediction with 1.9M reactions from USPTO patents (1976-2016). Task: Predict the product of the given reaction. (1) Given the reactants C(O[C:9]1[C:18]2[C:13](=[CH:14][CH:15]=[C:16]([CH2:19][OH:20])[CH:17]=2)[N:12]=[C:11]([N:21]2[CH2:27][C:26]3[CH:28]=[CH:29][CH:30]=[CH:31][C:25]=3[S:24](=[O:32])[CH2:23][CH2:22]2)[N:10]=1)C1C=CC=CC=1.C(OC1C2C(=CC=C(CO)C=2)N=C(N2CC3C=CC=CC=3S(=O)(=O)CC2)N=1)C1C=CC=CC=1.[O:66]1[CH2:69][C:68]([CH2:72][NH2:73])([CH2:70][NH2:71])[CH2:67]1, predict the reaction product. The product is: [NH2:71][CH2:70][C:68]1([CH2:72][NH:73][C:9]2[C:18]3[C:13](=[CH:14][CH:15]=[C:16]([CH2:19][OH:20])[CH:17]=3)[N:12]=[C:11]([N:21]3[CH2:27][C:26]4[CH:28]=[CH:29][CH:30]=[CH:31][C:25]=4[S:24](=[O:32])[CH2:23][CH2:22]3)[N:10]=2)[CH2:69][O:66][CH2:67]1. (2) Given the reactants [Br:1][C:2]1[C:3]([CH3:10])=[C:4]([NH2:9])[CH:5]=[N:6][C:7]=1[CH3:8].[N:11]([O-])=O.[Na+], predict the reaction product. The product is: [Br:1][C:2]1[C:7]([CH3:8])=[N:6][CH:5]=[C:4]2[NH:9][N:11]=[CH:10][C:3]=12. (3) The product is: [CH3:1][NH:2][C:3]([C:5]1[CH:6]=[C:7]([CH:15]=[C:16]([C:18]2[CH:23]=[CH:22][C:21]([CH3:24])=[CH:20][N:19]=2)[CH:17]=1)[C:8]([O:10][C:11]([CH3:14])([CH3:13])[CH3:12])=[O:9])=[S:34]. Given the reactants [CH3:1][NH:2][C:3]([C:5]1[CH:6]=[C:7]([CH:15]=[C:16]([C:18]2[CH:23]=[CH:22][C:21]([CH3:24])=[CH:20][N:19]=2)[CH:17]=1)[C:8]([O:10][C:11]([CH3:14])([CH3:13])[CH3:12])=[O:9])=O.COC1C=CC(P2(=S)SP(=S)(C3C=CC(OC)=CC=3)[S:34]2)=CC=1.C(=O)(O)[O-].[Na+], predict the reaction product. (4) Given the reactants C([O:3][C:4](=[O:42])[CH2:5][N:6]([S:30]([N:33]1[C:41]2[C:36](=[CH:37][CH:38]=[CH:39][CH:40]=2)[CH2:35][CH2:34]1)(=[O:32])=[O:31])[CH2:7][C:8]1[CH:13]=[CH:12][C:11]([O:14][CH2:15][CH2:16][C:17]2[N:18]=[C:19]([C:23]3[CH:28]=[CH:27][C:26]([CH3:29])=[CH:25][CH:24]=3)[O:20][C:21]=2[CH3:22])=[CH:10][CH:9]=1)C.O.[OH-].[Li+], predict the reaction product. The product is: [N:33]1([S:30]([N:6]([CH2:5][C:4]([OH:42])=[O:3])[CH2:7][C:8]2[CH:9]=[CH:10][C:11]([O:14][CH2:15][CH2:16][C:17]3[N:18]=[C:19]([C:23]4[CH:24]=[CH:25][C:26]([CH3:29])=[CH:27][CH:28]=4)[O:20][C:21]=3[CH3:22])=[CH:12][CH:13]=2)(=[O:31])=[O:32])[C:41]2[C:36](=[CH:37][CH:38]=[CH:39][CH:40]=2)[CH2:35][CH2:34]1. (5) Given the reactants [C:1]1([NH2:8])[CH:6]=[CH:5][CH:4]=[CH:3][C:2]=1[NH2:7].[N+:9]([C:12]1[CH:20]=[CH:19][C:15]([C:16](Cl)=[O:17])=[CH:14][CH:13]=1)([O-:11])=[O:10], predict the reaction product. The product is: [NH2:7][C:2]1[CH:3]=[CH:4][CH:5]=[CH:6][C:1]=1[NH:8][C:16](=[O:17])[C:15]1[CH:14]=[CH:13][C:12]([N+:9]([O-:11])=[O:10])=[CH:20][CH:19]=1. (6) Given the reactants [OH:1][C@H:2]1[CH2:7][CH2:6][CH2:5][CH2:4][C@@H:3]1[NH:8][C:9](=[O:20])[C@@H:10]([OH:19])[C@@H:11]([N:16]=[N+]=[N-])[CH2:12][CH2:13][CH2:14][CH3:15], predict the reaction product. The product is: [OH:1][C@H:2]1[CH2:7][CH2:6][CH2:5][CH2:4][C@@H:3]1[NH:8][C:9](=[O:20])[C@@H:10]([OH:19])[C@@H:11]([NH2:16])[CH2:12][CH2:13][CH2:14][CH3:15]. (7) Given the reactants [F:1][C:2]1[CH:7]=[CH:6][C:5]([N:8]2[C:12]([CH:13]([CH3:15])[CH3:14])=[C:11]([NH2:16])[CH:10]=[N:9]2)=[CH:4][CH:3]=1.[CH3:17][C:18]1[N:19]([CH:27]([CH3:31])[C:28](O)=[O:29])[CH:20]=[C:21]([C:23]([F:26])([F:25])[F:24])[N:22]=1.C(N(C(C)C)CC)(C)C.CN(C(ON1N=NC2C=CC=NC1=2)=[N+](C)C)C.F[P-](F)(F)(F)(F)F, predict the reaction product. The product is: [F:1][C:2]1[CH:3]=[CH:4][C:5]([N:8]2[C:12]([CH:13]([CH3:14])[CH3:15])=[C:11]([NH:16][C:28](=[O:29])[CH:27]([N:19]3[CH:20]=[C:21]([C:23]([F:24])([F:26])[F:25])[N:22]=[C:18]3[CH3:17])[CH3:31])[CH:10]=[N:9]2)=[CH:6][CH:7]=1. (8) Given the reactants [F:1][C:2]([F:16])([F:15])[C:3]1[CH:8]=[CH:7][C:6]([C:9]2[NH:10][C:11](=O)[S:12][CH:13]=2)=[CH:5][CH:4]=1.P(Cl)(Cl)([Cl:19])=O, predict the reaction product. The product is: [Cl:19][C:11]1[S:12][CH:13]=[C:9]([C:6]2[CH:7]=[CH:8][C:3]([C:2]([F:16])([F:15])[F:1])=[CH:4][CH:5]=2)[N:10]=1. (9) Given the reactants [NH2:1][C:2]1[N:7]=[C:6]([NH:8][NH2:9])[CH:5]=[C:4]([NH:10][NH2:11])[N:3]=1.[CH3:12][C:13]1[CH:20]=[CH:19][C:16]([CH:17]=O)=[CH:15][CH:14]=1, predict the reaction product. The product is: [CH3:12][C:13]1[CH:20]=[CH:19][C:16](/[CH:17]=[N:9]/[NH:8][C:6]2[CH:5]=[C:4]([NH:10]/[N:11]=[CH:12]/[C:13]3[CH:20]=[CH:19][C:16]([CH3:17])=[CH:15][CH:14]=3)[N:3]=[C:2]([NH2:1])[N:7]=2)=[CH:15][CH:14]=1.